This data is from Catalyst prediction with 721,799 reactions and 888 catalyst types from USPTO. The task is: Predict which catalyst facilitates the given reaction. (1) Reactant: [C:1]([C:4]1[CH:5]=[C:6]([S:11]([NH:14][C:15]2[C:16]([Br:22])=[N:17][CH:18]=[C:19]([Cl:21])[CH:20]=2)(=[O:13])=[O:12])[CH:7]=[CH:8][C:9]=1[Cl:10])(=[O:3])[CH3:2].[CH3:23][Mg]Br. Product: [Br:22][C:16]1[C:15]([NH:14][S:11]([C:6]2[CH:7]=[CH:8][C:9]([Cl:10])=[C:4]([C:1]([OH:3])([CH3:23])[CH3:2])[CH:5]=2)(=[O:12])=[O:13])=[CH:20][C:19]([Cl:21])=[CH:18][N:17]=1. The catalyst class is: 165. (2) Reactant: O.O.O.O.O.O.[NH:7]1[CH2:12][CH2:11][NH:10][CH2:9][CH2:8]1.[CH:13]1([C:18](Cl)=[O:19])[CH2:17][CH2:16][CH2:15][CH2:14]1. Product: [CH:13]1([C:18]([N:7]2[CH2:12][CH2:11][NH:10][CH2:9][CH2:8]2)=[O:19])[CH2:17][CH2:16][CH2:15][CH2:14]1. The catalyst class is: 8.